Task: Predict which catalyst facilitates the given reaction.. Dataset: Catalyst prediction with 721,799 reactions and 888 catalyst types from USPTO (1) Reactant: [Br:1][C:2]1[CH:3]=[C:4]([C:9](=[O:15])[C:10]([N:12]([CH3:14])[CH3:13])=[O:11])[C:5](F)=[N:6][CH:7]=1.[NH3:16]. Product: [NH2:16][C:5]1[C:4]([C:9](=[O:15])[C:10]([N:12]([CH3:14])[CH3:13])=[O:11])=[CH:3][C:2]([Br:1])=[CH:7][N:6]=1. The catalyst class is: 8. (2) Reactant: [C:1]([O:5][C:6]([CH2:8][C@@H:9]1[CH2:12][C@H:11]([C:13]([OH:15])=O)[CH2:10]1)=[O:7])([CH3:4])([CH3:3])[CH3:2].CN1CCCCC1.ClC(OCC(C)C)=O.Cl.[CH3:32][NH:33][O:34][CH3:35]. Product: [C:1]([O:5][C:6](=[O:7])[CH2:8][C@H:9]1[CH2:10][C@@H:11]([C:13](=[O:15])[N:33]([O:34][CH3:35])[CH3:32])[CH2:12]1)([CH3:2])([CH3:3])[CH3:4]. The catalyst class is: 4. (3) Reactant: [Cl:1][C:2]1[N:7]=[C:6]([N:8]2[CH2:13][CH2:12][O:11][CH2:10][CH2:9]2)[C:5]([N+:14]([O-:16])=[O:15])=[C:4](Cl)[N:3]=1.[NH2:18][C:19]1[CH:20]=[N:21][CH:22]=[CH:23][CH:24]=1.[Li+].C[Si]([N-][Si](C)(C)C)(C)C. Product: [Cl:1][C:2]1[N:3]=[C:4]([NH:18][C:19]2[CH:20]=[N:21][CH:22]=[CH:23][CH:24]=2)[C:5]([N+:14]([O-:16])=[O:15])=[C:6]([N:8]2[CH2:13][CH2:12][O:11][CH2:10][CH2:9]2)[N:7]=1. The catalyst class is: 1. (4) Reactant: [Cl:1][C:2]1[C:3]([N:8]2[C:12]([C:13]([O:15]CC)=[O:14])=[CH:11][C:10]([CH:18]([CH3:20])[CH3:19])=[N:9]2)=[N:4][CH:5]=[CH:6][CH:7]=1.CO.[OH-].[Na+]. Product: [Cl:1][C:2]1[C:3]([N:8]2[C:12]([C:13]([OH:15])=[O:14])=[CH:11][C:10]([CH:18]([CH3:20])[CH3:19])=[N:9]2)=[N:4][CH:5]=[CH:6][CH:7]=1. The catalyst class is: 6. (5) Reactant: [CH3:1][O:2][C:3]1[C:4]([OH:9])=[N:5][CH:6]=[CH:7][CH:8]=1.[N+:10]([O-])([OH:12])=[O:11]. Product: [CH3:1][O:2][C:3]1[C:4]([OH:9])=[N:5][CH:6]=[C:7]([N+:10]([O-:12])=[O:11])[CH:8]=1. The catalyst class is: 65. (6) Reactant: [CH:1]1([C:4]2[NH:8][N:7]=[C:6]([C:9]([O:11][CH2:12][CH3:13])=[O:10])[C:5]=2[CH3:14])[CH2:3][CH2:2]1.[H-].[Na+].Br[CH2:18][C:19]1[C:24]([F:25])=[CH:23][C:22]([O:26][CH2:27][CH3:28])=[CH:21][C:20]=1[F:29].O. Product: [CH:1]1([C:4]2[N:8]([CH2:18][C:19]3[C:20]([F:29])=[CH:21][C:22]([O:26][CH2:27][CH3:28])=[CH:23][C:24]=3[F:25])[N:7]=[C:6]([C:9]([O:11][CH2:12][CH3:13])=[O:10])[C:5]=2[CH3:14])[CH2:2][CH2:3]1. The catalyst class is: 1. (7) Reactant: [CH2:1]([NH2:4])[CH:2]=[CH2:3].[C:5]([N:12]([CH2:14][C:15](O)=[O:16])[CH3:13])([O:7][C:8]([CH3:11])([CH3:10])[CH3:9])=[O:6].C(=O)(O)[O-].[Na+].O. Product: [C:8]([O:7][C:5](=[O:6])[N:12]([CH2:14][C:15](=[O:16])[NH:4][CH2:1][CH:2]=[CH2:3])[CH3:13])([CH3:11])([CH3:9])[CH3:10]. The catalyst class is: 8.